Task: Predict which catalyst facilitates the given reaction.. Dataset: Catalyst prediction with 721,799 reactions and 888 catalyst types from USPTO (1) Reactant: Br[C:2](Br)=[CH:3][C@H:4]1[C@H:8]([C:9]2[CH:14]=[CH:13][C:12]([F:15])=[CH:11][CH:10]=2)[CH2:7][N:6]([S:16]([C:19]2[N:20]=[CH:21][N:22]([CH3:24])[CH:23]=2)(=[O:18])=[O:17])[CH2:5]1.C([Li])CCC. Product: [C:3]([C@@H:4]1[C@@H:8]([C:9]2[CH:14]=[CH:13][C:12]([F:15])=[CH:11][CH:10]=2)[CH2:7][N:6]([S:16]([C:19]2[N:20]=[CH:21][N:22]([CH3:24])[CH:23]=2)(=[O:17])=[O:18])[CH2:5]1)#[CH:2]. The catalyst class is: 7. (2) Reactant: [C:1]([O:5][C:6]([N:8]1[CH2:12][C@@H:11]([C:13]2[CH:18]=[CH:17][C:16]([Cl:19])=[C:15]([Cl:20])[CH:14]=2)[C@H:10](C(O)=O)[CH2:9]1)=[O:7])([CH3:4])([CH3:3])[CH3:2].C1C=CC(P([N:38]=[N+]=[N-])(C2C=CC=CC=2)=O)=CC=1.C(N(CC)CC)C.[OH-].[Na+]. Product: [NH2:38][C@H:10]1[C@H:11]([C:13]2[CH:18]=[CH:17][C:16]([Cl:19])=[C:15]([Cl:20])[CH:14]=2)[CH2:12][N:8]([C:6]([O:5][C:1]([CH3:4])([CH3:3])[CH3:2])=[O:7])[CH2:9]1. The catalyst class is: 93. (3) Reactant: CO.[CH:3]1([N:9]2[CH2:14][CH2:13][NH:12][CH2:11][CH2:10]2)[CH2:8][CH2:7][CH2:6][CH2:5][CH2:4]1.[C:15]1([CH2:21][CH2:22][CH:23]=O)[CH:20]=[CH:19][CH:18]=[CH:17][CH:16]=1.C(O[BH-](OC(=O)C)OC(=O)C)(=O)C.[Na+]. Product: [C:15]1([CH2:21][CH2:22][CH2:23][N:12]2[CH2:13][CH2:14][N:9]([CH:3]3[CH2:8][CH2:7][CH2:6][CH2:5][CH2:4]3)[CH2:10][CH2:11]2)[CH:20]=[CH:19][CH:18]=[CH:17][CH:16]=1. The catalyst class is: 4. (4) Reactant: C([O:8][C:9]1[N:14]=[C:13]([N:15]2[CH:19]=[CH:18][CH:17]=[N:16]2)[N:12]=[C:11]([NH:20][CH2:21][C:22]([F:25])([F:24])[F:23])[C:10]=1[CH:26]([CH2:28][CH3:29])[CH3:27])C1C=CC=CC=1.C(O)C1C=CC=CC=1.[H][H]. Product: [CH:26]([C:10]1[C:9]([OH:8])=[N:14][C:13]([N:15]2[CH:19]=[CH:18][CH:17]=[N:16]2)=[N:12][C:11]=1[NH:20][CH2:21][C:22]([F:24])([F:25])[F:23])([CH2:28][CH3:29])[CH3:27]. The catalyst class is: 129. (5) Reactant: [C:1]1([C:14]2[CH:19]=[CH:18][CH:17]=[CH:16][CH:15]=2)[CH:6]=[CH:5][C:4]([C:7]([NH:9][CH2:10][C:11]([OH:13])=O)=[O:8])=[CH:3][CH:2]=1.CCN(C(C)C)C(C)C.CCN=C=NCCCN(C)C.Cl.Cl.Cl.[Br:43][C:44]1[CH:49]=[CH:48][CH:47]=[CH:46][C:45]=1[NH:50][CH:51]1[CH2:56][CH2:55][NH:54][CH2:53][CH2:52]1. Product: [Br:43][C:44]1[CH:49]=[CH:48][CH:47]=[CH:46][C:45]=1[NH:50][CH:51]1[CH2:56][CH2:55][N:54]([C:11](=[O:13])[CH2:10][NH:9][C:7]([C:4]2[CH:3]=[CH:2][C:1]([C:14]3[CH:19]=[CH:18][CH:17]=[CH:16][CH:15]=3)=[CH:6][CH:5]=2)=[O:8])[CH2:53][CH2:52]1. The catalyst class is: 18. (6) Reactant: [F:1][C:2]1[CH:19]=[CH:18][C:5]([O:6][CH:7]([C:11]2[CH:16]=[CH:15][C:14]([F:17])=[CH:13][CH:12]=2)[C:8]([OH:10])=O)=[CH:4][CH:3]=1.[NH2:20][C:21]1[S:22][CH:23]=[CH:24][N:25]=1. Product: [F:1][C:2]1[CH:3]=[CH:4][C:5]([O:6][CH:7]([C:11]2[CH:16]=[CH:15][C:14]([F:17])=[CH:13][CH:12]=2)[C:8]([NH:20][C:21]2[S:22][CH:23]=[CH:24][N:25]=2)=[O:10])=[CH:18][CH:19]=1. The catalyst class is: 1. (7) Reactant: C(OC(=O)[NH:7][CH2:8][CH2:9][C:10]1[CH:15]=[CH:14][C:13]([O:16][C:17](=[O:26])[N:18]([CH3:25])[C:19]2[CH:24]=[CH:23][CH:22]=[CH:21][CH:20]=2)=[CH:12][CH:11]=1)(C)(C)C.[C:28]([OH:34])([C:30]([F:33])([F:32])[F:31])=[O:29]. Product: [NH2:7][CH2:8][CH2:9][C:10]1[CH:11]=[CH:12][C:13]([O:16][C:17](=[O:26])[N:18]([CH3:25])[C:19]2[CH:20]=[CH:21][CH:22]=[CH:23][CH:24]=2)=[CH:14][CH:15]=1.[C:28]([OH:34])([C:30]([F:33])([F:32])[F:31])=[O:29]. The catalyst class is: 2.